From a dataset of TCR-epitope binding with 47,182 pairs between 192 epitopes and 23,139 TCRs. Binary Classification. Given a T-cell receptor sequence (or CDR3 region) and an epitope sequence, predict whether binding occurs between them. (1) The epitope is SEVGPEHSLAEY. The TCR CDR3 sequence is CASSQELAAYEQYF. Result: 0 (the TCR does not bind to the epitope). (2) The epitope is PROT_97E67BCC. The TCR CDR3 sequence is CASSELASGGDEQFF. Result: 1 (the TCR binds to the epitope).